From a dataset of Full USPTO retrosynthesis dataset with 1.9M reactions from patents (1976-2016). Predict the reactants needed to synthesize the given product. (1) Given the product [CH3:16][S:17]([O:7][CH2:6][CH:5]([NH:8][C:9]([O:10][C:11]([CH3:14])([CH3:13])[CH3:12])=[O:15])[CH2:4][O:3][CH2:1][CH3:2])(=[O:19])=[O:18], predict the reactants needed to synthesize it. The reactants are: [CH2:1]([O:3][CH2:4][CH:5]([NH:8][C:9](=[O:15])[O:10][C:11]([CH3:14])([CH3:13])[CH3:12])[CH2:6][OH:7])[CH3:2].[CH3:16][S:17](Cl)(=[O:19])=[O:18]. (2) Given the product [F:12][C:10]1[CH:9]=[CH:8][CH:7]=[C:6]2[C:11]=1[C:2]([N:34]1[C:28]3[C:29](=[N:30][CH:31]=[C:26]([N:23]4[CH2:24][CH2:25][O:20][CH2:21][CH2:22]4)[CH:27]=3)[C:32]3([CH2:39][CH2:38][O:37][CH2:36][CH2:35]3)[CH2:33]1)=[C:3]([CH3:19])[C:4]([C:13]1[CH:18]=[CH:17][CH:16]=[CH:15][N:14]=1)=[N:5]2, predict the reactants needed to synthesize it. The reactants are: Cl[C:2]1[C:11]2[C:6](=[CH:7][CH:8]=[CH:9][C:10]=2[F:12])[N:5]=[C:4]([C:13]2[CH:18]=[CH:17][CH:16]=[CH:15][N:14]=2)[C:3]=1[CH3:19].[O:20]1[CH2:25][CH2:24][N:23]([C:26]2[CH:27]=[C:28]3[NH:34][CH2:33][C:32]4([CH2:39][CH2:38][O:37][CH2:36][CH2:35]4)[C:29]3=[N:30][CH:31]=2)[CH2:22][CH2:21]1.CC(C)([O-])C.[Na+]. (3) Given the product [NH3:36].[CH2:1]([O:8][C:9]1[CH:10]=[C:11]([C@@H:23]([O:26][Si:27]([C:30]([CH3:33])([CH3:32])[CH3:31])([CH3:29])[CH3:28])[CH2:24][NH:36][CH2:37][CH2:38][C:39]2[CH:40]=[CH:41][C:42]([O:43][CH2:44][CH2:45][CH2:46][CH2:47][C:48]3[CH:53]=[CH:52][C:51]([OH:54])=[C:50]([C@@H:55]([C:65]4[CH:66]=[CH:67][CH:68]=[CH:69][CH:70]=4)[CH2:56][CH2:57][N:58]([CH:59]([CH3:60])[CH3:61])[CH:62]([CH3:64])[CH3:63])[CH:49]=3)=[CH:71][CH:72]=2)[CH:12]=[C:13]([O:15][CH2:16][C:17]2[CH:22]=[CH:21][CH:20]=[CH:19][CH:18]=2)[CH:14]=1)[C:2]1[CH:7]=[CH:6][CH:5]=[CH:4][CH:3]=1, predict the reactants needed to synthesize it. The reactants are: [CH2:1]([O:8][C:9]1[CH:10]=[C:11]([C@@H:23]([O:26][Si:27]([C:30]([CH3:33])([CH3:32])[CH3:31])([CH3:29])[CH3:28])[CH2:24]Br)[CH:12]=[C:13]([O:15][CH2:16][C:17]2[CH:22]=[CH:21][CH:20]=[CH:19][CH:18]=2)[CH:14]=1)[C:2]1[CH:7]=[CH:6][CH:5]=[CH:4][CH:3]=1.Cl.Cl.[NH2:36][CH2:37][CH2:38][C:39]1[CH:72]=[CH:71][C:42]([O:43][CH2:44][CH2:45][CH2:46][CH2:47][C:48]2[CH:53]=[CH:52][C:51]([OH:54])=[C:50]([C@@H:55]([C:65]3[CH:70]=[CH:69][CH:68]=[CH:67][CH:66]=3)[CH2:56][CH2:57][N:58]([CH:62]([CH3:64])[CH3:63])[CH:59]([CH3:61])[CH3:60])[CH:49]=2)=[CH:41][CH:40]=1.C(=O)([O-])O.[Na+].[I-].[K+].C(#N)CC. (4) The reactants are: C(=O)([O-])[O-].[Na+].[Na+].[N:7]1[C:14](Cl)=[N:13][C:11]([Cl:12])=[N:10][C:8]=1Cl.[CH2:16]([NH:19][CH2:20][CH:21]=[CH2:22])[CH:17]=[CH2:18].[OH-].[Na+]. Given the product [CH2:16]([N:19]([CH2:20][CH:21]=[CH2:22])[C:14]1[N:7]=[C:8]([N:19]([CH2:20][CH:21]=[CH2:22])[CH2:16][CH:17]=[CH2:18])[N:10]=[C:11]([Cl:12])[N:13]=1)[CH:17]=[CH2:18], predict the reactants needed to synthesize it.